The task is: Predict the product of the given reaction.. This data is from Forward reaction prediction with 1.9M reactions from USPTO patents (1976-2016). (1) Given the reactants [C:1]([O:5][C:6]([N:8]1[CH2:11][CH:10]([C:12]2[CH:38]=[CH:37]C3C4C(CCOC=3C=2)=CN(C2N(C3C=CC(F)=CC=3F)N=CN=2)N=4)C1)=[O:7])([CH3:4])([CH3:3])[CH3:2].Br[C:40]1[CH:61]=[CH:60][C:43]2[C:44]3[N:48]([CH2:49][CH2:50][O:51][C:42]=2[CH:41]=1)[CH:47]=[C:46]([C:52]1[N:53]([CH:57]([CH3:59])[CH3:58])[N:54]=[CH:55][N:56]=1)[N:45]=3, predict the reaction product. The product is: [C:1]([O:5][C:6]([N:8]1[CH2:11][CH2:10][CH:12]([C:40]2[CH:61]=[CH:60][C:43]3[C:44]4[N:48]([CH2:49][CH2:50][O:51][C:42]=3[CH:41]=2)[CH:47]=[C:46]([C:52]2[N:53]([CH:57]([CH3:59])[CH3:58])[N:54]=[CH:55][N:56]=2)[N:45]=4)[CH2:38][CH2:37]1)=[O:7])([CH3:2])([CH3:3])[CH3:4].[C:1]([O:5][C:6]([N:8]1[CH2:11][CH2:10][CH2:12][CH2:38][CH2:37]1)=[O:7])([CH3:2])([CH3:3])[CH3:4]. (2) Given the reactants [C:1]1([S:11]([OH:14])(=[O:13])=[O:12])[C:10]2[C:5](=[CH:6][CH:7]=[CH:8][CH:9]=2)[CH:4]=[CH:3][CH:2]=1.[CH2:15]=[O:16].S([O-])([O-])=O, predict the reaction product. The product is: [CH2:15]=[O:16].[C:1]1([S:11]([OH:14])(=[O:12])=[O:13])[C:10]2[C:5](=[CH:6][CH:7]=[CH:8][CH:9]=2)[CH:4]=[CH:3][CH:2]=1. (3) Given the reactants [CH3:1][C:2]([N:7]=[C:8]1[C:16]2[C:11](=[CH:12][CH:13]=[CH:14][C:15]=2[I:17])[C:10](=[O:18])[O:9]1)([CH3:6])[CH2:3][S:4][CH3:5].[CH3:19][C:20]1[CH:21]=[C:22]([CH:37]=[CH:38][C:39]=1[NH2:40])[CH2:23][N:24]1[C:28]([C:29]([F:32])([F:31])[F:30])=[CH:27][C:26]([C:33]([F:36])([F:35])[F:34])=[N:25]1, predict the reaction product. The product is: [F:36][C:33]([F:34])([F:35])[C:26]1[CH:27]=[C:28]([C:29]([F:32])([F:30])[F:31])[N:24]([CH2:23][C:22]2[CH:37]=[CH:38][C:39]([NH:40][C:10](=[O:18])[C:11]3[C:16](=[C:15]([I:17])[CH:14]=[CH:13][CH:12]=3)[C:8]([NH:7][C:2]([CH3:6])([CH3:1])[CH2:3][S:4][CH3:5])=[O:9])=[C:20]([CH3:19])[CH:21]=2)[N:25]=1. (4) Given the reactants [CH3:1][O:2][C:3]1[CH:8]=[C:7]2[CH2:9][CH:10]([CH2:13][CH:14]3[CH2:19][CH2:18][N:17]([CH2:20][C:21]4[CH:26]=[CH:25][CH:24]=[CH:23][CH:22]=4)[CH2:16][CH2:15]3)[C:11](=[O:12])[C:6]2=[CH:5][C:4]=1[O:27][CH3:28].C(O)(C(O)=O)=O.[Cl:35]CCl.N, predict the reaction product. The product is: [CH3:1][O:2][C:3]1[CH:8]=[C:7]2[CH2:9][CH:10]([CH2:13][CH:14]3[CH2:15][CH2:16][N:17]([CH2:20][C:21]4[CH:22]=[CH:23][CH:24]=[CH:25][CH:26]=4)[CH2:18][CH2:19]3)[C:11](=[O:12])[C:6]2=[CH:5][C:4]=1[O:27][CH3:28].[ClH:35]. (5) Given the reactants [F:1][C:2]1[CH:3]=[C:4]([NH2:26])[CH:5]=[CH:6][C:7]=1[C:8]1[S:9][C:10]2[C:15]([N:16]=1)=[CH:14][CH:13]=[C:12]([C:17]1([C:20]3[CH:25]=[CH:24][CH:23]=[CH:22][CH:21]=3)[CH2:19][CH2:18]1)[N:11]=2.Br[CH2:28][CH2:29][CH2:30][C:31](OCC)=[O:32], predict the reaction product. The product is: [F:1][C:2]1[CH:3]=[C:4]([N:26]2[CH2:28][CH2:29][CH2:30][C:31]2=[O:32])[CH:5]=[CH:6][C:7]=1[C:8]1[S:9][C:10]2[C:15]([N:16]=1)=[CH:14][CH:13]=[C:12]([C:17]1([C:20]3[CH:21]=[CH:22][CH:23]=[CH:24][CH:25]=3)[CH2:18][CH2:19]1)[N:11]=2. (6) Given the reactants C[O:2][C:3](=[O:27])[CH2:4][CH:5]([C:12]1[CH:17]=[CH:16][C:15]([O:18][CH3:19])=[C:14]([S:20](=[O:26])(=[O:25])[N:21]=[C:22]([NH2:24])[NH2:23])[CH:13]=1)[C:6]1[CH:11]=[CH:10][CH:9]=[CH:8][CH:7]=1.[Li+].[OH-].Cl, predict the reaction product. The product is: [NH2:24][C:22](=[N:21][S:20]([C:14]1[CH:13]=[C:12]([CH:5]([C:6]2[CH:7]=[CH:8][CH:9]=[CH:10][CH:11]=2)[CH2:4][C:3]([OH:27])=[O:2])[CH:17]=[CH:16][C:15]=1[O:18][CH3:19])(=[O:25])=[O:26])[NH2:23]. (7) The product is: [CH3:3][C:4]1[CH:13]=[CH:12][C:7]([C:8]([OH:10])=[O:9])=[C:6]([NH:14][S:15]([CH3:18])(=[O:17])=[O:16])[CH:5]=1. Given the reactants [OH-].[Na+].[CH3:3][C:4]1[CH:13]=[CH:12][C:7]([C:8]([O:10]C)=[O:9])=[C:6]([N:14](S(C)(=O)=O)[S:15]([CH3:18])(=[O:17])=[O:16])[CH:5]=1.CC1C=CC(C(OC)=O)=C(NS(C)(=O)=O)C=1, predict the reaction product. (8) The product is: [CH2:16]([O:17][C:18]1[CH:19]=[C:20]([CH:24]=[C:25]([O:27][C@@H:28]([CH3:38])[CH2:29][O:30][Si:31]([C:34]([CH3:37])([CH3:36])[CH3:35])([CH3:33])[CH3:32])[CH:26]=1)[C:21]([NH:71][C:68]1[CH:69]=[CH:70][N:66]([CH:63]([CH3:65])[CH3:64])[N:67]=1)=[O:23])[C:10]1[CH:15]=[CH:14][CH:13]=[CH:12][CH:11]=1. Given the reactants CCN(C(C)C)C(C)C.[C:10]1([CH2:16][O:17][C:18]2[CH:19]=[C:20]([CH:24]=[C:25]([O:27][C@@H:28]([CH3:38])[CH2:29][O:30][Si:31]([C:34]([CH3:37])([CH3:36])[CH3:35])([CH3:33])[CH3:32])[CH:26]=2)[C:21]([OH:23])=O)[CH:15]=[CH:14][CH:13]=[CH:12][CH:11]=1.CN(C(ON1N=NC2C=CC=NC1=2)=[N+](C)C)C.F[P-](F)(F)(F)(F)F.[CH:63]([N:66]1[CH:70]=[CH:69][C:68]([NH2:71])=[N:67]1)([CH3:65])[CH3:64], predict the reaction product.